Dataset: Forward reaction prediction with 1.9M reactions from USPTO patents (1976-2016). Task: Predict the product of the given reaction. (1) Given the reactants [CH3:1][C:2]1[C:3]2[N:4]([C:14]([CH:17]=O)=[CH:15][N:16]=2)[CH:5]=[C:6]([C:8]2[CH:9]=[N:10][CH:11]=[CH:12][CH:13]=2)[CH:7]=1.[CH3:19][NH:20][NH2:21].[CH3:22][C:23]1[CH:28]=[CH:27][C:26]([F:29])=[CH:25][C:24]=1[S:30](Cl)(=[O:32])=[O:31], predict the reaction product. The product is: [F:29][C:26]1[CH:27]=[CH:28][C:23]([CH3:22])=[C:24]([S:30]([N:20]([CH3:19])/[N:21]=[CH:17]/[C:14]2[N:4]3[CH:5]=[C:6]([C:8]4[CH:9]=[N:10][CH:11]=[CH:12][CH:13]=4)[CH:7]=[C:2]([CH3:1])[C:3]3=[N:16][CH:15]=2)(=[O:32])=[O:31])[CH:25]=1. (2) Given the reactants [O:1]1[C:5]2([CH2:10][CH2:9][CH:8]([CH2:11][OH:12])[CH2:7][CH2:6]2)[O:4][CH2:3][CH2:2]1.[C:13]1([CH3:23])[CH:18]=[CH:17][C:16]([S:19](Cl)(=[O:21])=[O:20])=[CH:15][CH:14]=1.O, predict the reaction product. The product is: [C:13]1([CH3:23])[CH:18]=[CH:17][C:16]([S:19]([O:12][CH2:11][CH:8]2[CH2:9][CH2:10][C:5]3([O:4][CH2:3][CH2:2][O:1]3)[CH2:6][CH2:7]2)(=[O:21])=[O:20])=[CH:15][CH:14]=1. (3) The product is: [F:40][C:38]1([F:41])[CH2:39][CH:36]([CH2:35][O:17][C:15]2[CH:14]=[CH:13][C:11]3[N:12]=[C:8]([C:7]4[N:6]=[CH:5][C:4]([O:18][CH2:19][C@@H:20]([NH:22][C:23](=[O:29])[O:24][C:25]([CH3:28])([CH3:27])[CH3:26])[CH3:21])=[CH:3][C:2]=4[F:1])[O:9][C:10]=3[CH:16]=2)[CH2:37]1. Given the reactants [F:1][C:2]1[CH:3]=[C:4]([O:18][CH2:19][C@@H:20]([NH:22][C:23](=[O:29])[O:24][C:25]([CH3:28])([CH3:27])[CH3:26])[CH3:21])[CH:5]=[N:6][C:7]=1[C:8]1[O:9][C:10]2[CH:16]=[C:15]([OH:17])[CH:14]=[CH:13][C:11]=2[N:12]=1.CS(O[CH2:35][CH:36]1[CH2:39][C:38]([F:41])([F:40])[CH2:37]1)(=O)=O.C(=O)([O-])[O-].[K+].[K+].CN(C=O)C, predict the reaction product. (4) Given the reactants [Cl:1][C:2]1[N:7]=[C:6]([C:8]#[N:9])[C:5]2[N:10]=[CH:11][NH:12][C:4]=2[CH:3]=1.[O:13]1[CH:18]=[CH:17][CH2:16][CH2:15][CH2:14]1.O.S(C1C=CC(C)=CC=1)(O)(=O)=O, predict the reaction product. The product is: [Cl:1][C:2]1[N:7]=[C:6]([C:8]#[N:9])[C:5]2[N:10]=[C:11]([CH:14]3[CH2:15][CH2:16][CH2:17][CH2:18][O:13]3)[NH:12][C:4]=2[CH:3]=1. (5) Given the reactants O[CH2:2][C@H:3]([NH:5][C:6](=[O:12])[O:7][C:8]([CH3:11])([CH3:10])[CH3:9])[CH3:4].C(Br)(Br)(Br)[Br:14].C1(P(C2C=CC=CC=2)C2C=CC=CC=2)C=CC=CC=1.C1C=C2C(C(O)(O)C(=O)C2=CC=1)=O, predict the reaction product. The product is: [Br:14][CH2:2][C@H:3]([NH:5][C:6](=[O:12])[O:7][C:8]([CH3:11])([CH3:10])[CH3:9])[CH3:4]. (6) Given the reactants [NH2:1][C:2]1[C:3]([CH3:13])=[C:4]([CH:9]=[CH:10][C:11]=1[NH2:12])[C:5]([O:7][CH3:8])=[O:6].[N:14]([O-])=O.[Na+], predict the reaction product. The product is: [CH3:13][C:3]1[C:2]2[NH:1][N:14]=[N:12][C:11]=2[CH:10]=[CH:9][C:4]=1[C:5]([O:7][CH3:8])=[O:6]. (7) Given the reactants [CH2:1]([O:3][C:4]1[C:9]([NH:10][C:11](=[O:18])OCC(Cl)(Cl)Cl)=[CH:8][N:7]=[CH:6][N:5]=1)[CH3:2].[C:19]1([C:25]2[N:29]=[C:28]([N:30]3[CH2:35][CH2:34][NH:33][CH2:32][CH2:31]3)[S:27][N:26]=2)[CH:24]=[CH:23][CH:22]=[CH:21][CH:20]=1.C(N(C(C)C)CC)(C)C.CS(C)=O, predict the reaction product. The product is: [CH2:1]([O:3][C:4]1[C:9]([NH:10][C:11]([N:33]2[CH2:34][CH2:35][N:30]([C:28]3[S:27][N:26]=[C:25]([C:19]4[CH:24]=[CH:23][CH:22]=[CH:21][CH:20]=4)[N:29]=3)[CH2:31][CH2:32]2)=[O:18])=[CH:8][N:7]=[CH:6][N:5]=1)[CH3:2].